This data is from Catalyst prediction with 721,799 reactions and 888 catalyst types from USPTO. The task is: Predict which catalyst facilitates the given reaction. (1) Reactant: Br[C:2]1[CH:23]=[CH:22][C:5]2[N:6]=[C:7]([O:9][CH:10]3[CH2:15][CH2:14][N:13]([C:16]4[S:17][C:18]([CH3:21])=[N:19][N:20]=4)[CH2:12][CH2:11]3)[S:8][C:4]=2[CH:3]=1.CC1(C)C(C)(C)OB([C:32]2[CH2:37][CH2:36][N:35]([C:38]([O:40][C:41]([CH3:44])([CH3:43])[CH3:42])=[O:39])[CH2:34][CH:33]=2)O1.C(=O)([O-])[O-].[K+].[K+]. Product: [CH3:21][C:18]1[S:17][C:16]([N:13]2[CH2:14][CH2:15][CH:10]([O:9][C:7]3[S:8][C:4]4[CH:3]=[C:2]([C:32]5[CH2:37][CH2:36][N:35]([C:38]([O:40][C:41]([CH3:44])([CH3:43])[CH3:42])=[O:39])[CH2:34][CH:33]=5)[CH:23]=[CH:22][C:5]=4[N:6]=3)[CH2:11][CH2:12]2)=[N:20][N:19]=1. The catalyst class is: 70. (2) Reactant: [NH2:1][C@H:2]1[CH2:7][CH2:6][CH2:5][CH2:4][C@@H:3]1[OH:8].[C:9](O[C:9]([O:11][C:12]([CH3:15])([CH3:14])[CH3:13])=[O:10])([O:11][C:12]([CH3:15])([CH3:14])[CH3:13])=[O:10]. Product: [C:12]([O:11][C:9]([NH:1][C@H:2]1[CH2:7][CH2:6][CH2:5][CH2:4][C@@H:3]1[OH:8])=[O:10])([CH3:15])([CH3:14])[CH3:13]. The catalyst class is: 4. (3) Reactant: [CH3:1][O:2][C:3]1[CH:8]=[CH:7][CH:6]=[CH:5][C:4]=1[NH:9][C:10](=[O:15])[C:11]([CH3:14])([CH3:13])[CH3:12].CN(CCN(C)C)C.[Li]CCCC.[ClH:29]. Product: [Cl:29][C:5]1[CH:6]=[CH:7][CH:8]=[C:3]([O:2][CH3:1])[C:4]=1[NH:9][C:10](=[O:15])[C:11]([CH3:12])([CH3:14])[CH3:13]. The catalyst class is: 28. (4) Reactant: [NH2:1][C:2]1[CH:3]=[C:4]([O:16][CH2:17][CH2:18][CH2:19][S:20]([CH3:23])(=[O:22])=[O:21])[CH:5]=[C:6]2[C:10]=1[NH:9][C:8]([C:11]([O:13][CH2:14][CH3:15])=[O:12])=[CH:7]2.[N:24]1[CH:29]=[CH:28][CH:27]=[CH:26][C:25]=1[S:30](Cl)(=[O:32])=[O:31]. Product: [CH3:23][S:20]([CH2:19][CH2:18][CH2:17][O:16][C:4]1[CH:5]=[C:6]2[C:10](=[C:2]([NH:1][S:30]([C:25]3[CH:26]=[CH:27][CH:28]=[CH:29][N:24]=3)(=[O:32])=[O:31])[CH:3]=1)[NH:9][C:8]([C:11]([O:13][CH2:14][CH3:15])=[O:12])=[CH:7]2)(=[O:22])=[O:21]. The catalyst class is: 17. (5) Reactant: C(O)C(CO)(CO)CO.[CH3:10][C:11]1[CH:12]=[CH:13][C:14]([S:17]([OH:20])(=[O:19])=[O:18])=[CH:15][CH:16]=1.O. Product: [C:11]1([CH3:10])[CH:12]=[CH:13][C:14]([S:17]([OH:20])(=[O:18])=[O:19])=[CH:15][CH:16]=1. The catalyst class is: 11.